The task is: Predict the product of the given reaction.. This data is from Forward reaction prediction with 1.9M reactions from USPTO patents (1976-2016). Given the reactants Br[CH:2]([C:22]1[CH:23]=[C:24]([CH3:28])[CH:25]=[CH:26][CH:27]=1)[C:3]([C:5]1[CH:21]=[CH:20][C:8]2[N:9]([C:14]3[CH:19]=[CH:18][CH:17]=[CH:16][CH:15]=3)[C:10](=[O:13])[N:11]([CH3:12])[C:7]=2[CH:6]=1)=O.CON(C)C(C1C=CC2[N:38](C3C=CC=CC=3)[C:39](=O)[NH:40]C=2C=1)=O.O.C(N)=O, predict the reaction product. The product is: [CH3:12][N:11]1[C:7]2[CH:6]=[C:5]([C:3]3[N:38]=[CH:39][NH:40][C:2]=3[C:22]3[CH:23]=[C:24]([CH3:28])[CH:25]=[CH:26][CH:27]=3)[CH:21]=[CH:20][C:8]=2[N:9]([C:14]2[CH:19]=[CH:18][CH:17]=[CH:16][CH:15]=2)[C:10]1=[O:13].